Dataset: Forward reaction prediction with 1.9M reactions from USPTO patents (1976-2016). Task: Predict the product of the given reaction. Given the reactants Br[C:2]1[CH:3]=[C:4]2[CH2:10][C@:9]3([CH:15]4[CH2:16][CH2:17][N:12]([CH2:13][CH2:14]4)[CH2:11]3)[O:8][C:5]2=[N:6][CH:7]=1.[CH3:18][C:19]1[CH:20]=[C:21](B(O)O)[S:22][CH:23]=1, predict the reaction product. The product is: [CH3:18][C:19]1[CH:20]=[C:21]([C:2]2[CH:3]=[C:4]3[CH2:10][C@:9]4([CH:15]5[CH2:16][CH2:17][N:12]([CH2:13][CH2:14]5)[CH2:11]4)[O:8][C:5]3=[N:6][CH:7]=2)[S:22][CH:23]=1.